From a dataset of Forward reaction prediction with 1.9M reactions from USPTO patents (1976-2016). Predict the product of the given reaction. (1) Given the reactants [C:1]1([C:7]#[C:8][C:9]2[CH:14]=[CH:13][CH:12]=[CH:11][CH:10]=2)[CH:6]=[CH:5][CH:4]=[CH:3][CH:2]=1.C(O)=O.[Al].C1(/C=C\C2C=CC=CC=2)C=CC=CC=1, predict the reaction product. The product is: [C:1]1(/[CH:7]=[CH:8]/[C:9]2[CH:10]=[CH:11][CH:12]=[CH:13][CH:14]=2)[CH:6]=[CH:5][CH:4]=[CH:3][CH:2]=1. (2) The product is: [Cl:18][C:19]1[CH:20]=[C:21]([N:13]2[C:14]3[C:10](=[C:9]([O:8][CH2:7][C:1]4[CH:2]=[CH:3][CH:4]=[CH:5][CH:6]=4)[CH:17]=[CH:16][CH:15]=3)[CH:11]=[N:12]2)[CH:22]=[CH:23][C:24]=1[O:25][CH3:26]. Given the reactants [C:1]1([CH2:7][O:8][C:9]2[CH:17]=[CH:16][CH:15]=[C:14]3[C:10]=2[CH:11]=[N:12][NH:13]3)[CH:6]=[CH:5][CH:4]=[CH:3][CH:2]=1.[Cl:18][C:19]1[CH:20]=[C:21](B(O)O)[CH:22]=[CH:23][C:24]=1[O:25][CH3:26].N1C=CC=CC=1, predict the reaction product. (3) Given the reactants [CH:1]1[C:10]2[C:5](=[CH:6][CH:7]=[CH:8][CH:9]=2)[CH:4]=[CH:3][N:2]=1.[CH3:11][O:12]/[C:13](=[CH:19]/[C:20](=[CH2:26])[O:21][Si](C)(C)C)/[O:14][Si](C)(C)C.Cl[C:28]([O:30][CH2:31][C:32]1[CH:37]=[CH:36][CH:35]=[CH:34][CH:33]=1)=[O:29].[NH4+].[Cl-], predict the reaction product. The product is: [CH3:11][O:12][C:13](=[O:14])[CH2:19][C:20](=[O:21])[CH2:26][CH:1]1[C:10]2[C:5](=[CH:6][CH:7]=[CH:8][CH:9]=2)[CH:4]=[CH:3][N:2]1[C:28]([O:30][CH2:31][C:32]1[CH:37]=[CH:36][CH:35]=[CH:34][CH:33]=1)=[O:29]. (4) Given the reactants [H-].[Na+].Cl.[CH3:4][O:5][C:6]1[CH:7]=[C:8]2[C:12](=[CH:13][CH:14]=1)[CH2:11][CH:10]([NH2:15])[CH2:9]2.[C:16]1(=O)[O:21][C:19](=[O:20])[C:18]2=[CH:22][CH:23]=[CH:24][CH:25]=[C:17]12, predict the reaction product. The product is: [CH3:4][O:5][C:6]1[CH:7]=[C:8]2[C:12](=[CH:13][CH:14]=1)[CH2:11][CH:10]([N:15]1[C:19](=[O:20])[C:18]3[C:17](=[CH:25][CH:24]=[CH:23][CH:22]=3)[C:16]1=[O:21])[CH2:9]2. (5) Given the reactants [NH2:1][C:2]1[C:10]2[C:5](=[N:6][C:7]([C:11]3[CH:12]=[C:13]([CH:20]=[CH:21][C:22]=3[CH3:23])[C:14]([NH:16][CH:17]3[CH2:19][CH2:18]3)=[O:15])=[CH:8][CH:9]=2)[NH:4][N:3]=1.[Cl-], predict the reaction product. The product is: [CH:17]1([NH:16][C:14](=[O:15])[C:13]2[CH:20]=[CH:21][C:22]([CH3:23])=[C:11]([C:7]3[N:6]=[C:5]4[NH:4][N:3]=[C:2]([NH:1][C:14](=[O:15])[CH:13]([CH3:20])[CH3:12])[C:10]4=[CH:9][CH:8]=3)[CH:12]=2)[CH2:18][CH2:19]1. (6) The product is: [CH2:20]([O:19][CH2:18][C:13]1[N:14]([CH2:15][CH2:16][CH3:17])[C:10]2[C:9]3[CH:8]=[CH:7][C:6]([O:22][CH:23]4[CH2:24][CH2:25][NH:26][CH2:27][CH2:28]4)=[CH:5][C:4]=3[N:3]=[C:2]([NH2:1])[C:11]=2[N:12]=1)[CH3:21]. Given the reactants [NH2:1][C:2]1[C:11]2[N:12]=[C:13]([CH2:18][O:19][CH2:20][CH3:21])[N:14]([CH2:15][CH2:16][CH3:17])[C:10]=2[C:9]2[CH:8]=[CH:7][C:6]([O:22][CH:23]3[CH2:28][CH2:27][N:26](C(OC(C)(C)C)=O)[CH2:25][CH2:24]3)=[CH:5][C:4]=2[N:3]=1, predict the reaction product. (7) Given the reactants [CH2:1]([C:5]1[NH:6][C:7](=[O:21])[N:8]([C:10]2[CH:15]=[CH:14][CH:13]=[CH:12][C:11]=2[O:16][C:17]([F:20])([F:19])[F:18])[CH:9]=1)[CH:2]([CH3:4])[CH3:3].Br[CH2:23][CH:24]1[CH2:26][CH2:25]1, predict the reaction product. The product is: [CH:24]1([CH2:23][N:6]2[C:5]([CH2:1][CH:2]([CH3:4])[CH3:3])=[CH:9][N:8]([C:10]3[CH:15]=[CH:14][CH:13]=[CH:12][C:11]=3[O:16][C:17]([F:20])([F:18])[F:19])[C:7]2=[O:21])[CH2:26][CH2:25]1.